Task: Predict the reactants needed to synthesize the given product.. Dataset: Full USPTO retrosynthesis dataset with 1.9M reactions from patents (1976-2016) (1) Given the product [CH3:1][O:2][C:3]([C:4]1[CH:9]=[C:8]2[C:7](=[CH:6][CH:5]=1)[NH:10][C:11]([C:18]1[C:17]([Cl:16])=[CH:22][CH:21]=[CH:20][C:19]=1[Cl:23])=[CH:12]2)=[O:15], predict the reactants needed to synthesize it. The reactants are: [CH3:1][O:2][C:3](=[O:15])[C:4]1[CH:9]=[CH:8][C:7]([NH:10][C:11](=O)[CH3:12])=[C:6](I)[CH:5]=1.[Cl:16][C:17]1[CH:22]=[CH:21][CH:20]=[C:19]([Cl:23])[C:18]=1C#C. (2) Given the product [CH3:23][C:18]1([CH3:24])[C:19]([CH3:21])([CH3:22])[O:20][B:16]([C:14]2[CH:13]=[N:12][N:11]([CH:8]3[CH2:7][CH2:6][N:5]([CH2:3][C:30]([F:33])([F:32])[F:31])[CH2:10][CH2:9]3)[CH:15]=2)[O:17]1, predict the reactants needed to synthesize it. The reactants are: CN(C)[C:3]([N:5]1[CH2:10][CH2:9][CH:8]([N:11]2[CH:15]=[C:14]([B:16]3[O:20][C:19]([CH3:22])([CH3:21])[C:18]([CH3:24])([CH3:23])[O:17]3)[CH:13]=[N:12]2)[CH2:7][CH2:6]1)=O.O(C[C:30]([F:33])([F:32])[F:31])S([C:30]([F:33])([F:32])[F:31])(=O)=O. (3) The reactants are: [F:1][C:2]1[C:12](B2OC(C)(C)C(C)(C)O2)=[CH:11][C:5]2[N:6]([CH3:10])[C:7](=[O:9])[O:8][C:4]=2[CH:3]=1.Br[C:23]1[CH:24]=[C:25]([CH2:29][OH:30])[CH:26]=[N:27][CH:28]=1.C([O-])([O-])=O.[Na+].[Na+]. Given the product [F:1][C:2]1[C:12]([C:23]2[CH:28]=[N:27][CH:26]=[C:25]([CH2:29][OH:30])[CH:24]=2)=[CH:11][C:5]2[N:6]([CH3:10])[C:7](=[O:9])[O:8][C:4]=2[CH:3]=1, predict the reactants needed to synthesize it. (4) Given the product [CH3:29][N:28]([CH3:31])[CH2:27][CH2:26][NH:30][C:17]([C:15]1[C:14]2[N:13]=[C:12]3[C:20]([CH3:24])=[CH:21][CH:22]=[CH:23][C:11]3=[CH:10][C:9]=2[C:8](=[O:25])[N:7]([CH2:6][C:4]([O:3][CH2:1][CH3:2])=[O:5])[CH:16]=1)=[O:19], predict the reactants needed to synthesize it. The reactants are: [CH2:1]([O:3][C:4]([CH2:6][N:7]1[CH:16]=[C:15]([C:17]([OH:19])=O)[C:14]2[N:13]=[C:12]3[C:20]([CH3:24])=[CH:21][CH:22]=[CH:23][C:11]3=[CH:10][C:9]=2[C:8]1=[O:25])=[O:5])[CH3:2].[CH:26]1[N:30]=[CH:29][N:28]([C:31](N2C=NC=C2)=O)[CH:27]=1. (5) The reactants are: [O:1]=[C:2]1[NH:6][C:5](=[O:7])[O:4][N:3]1[CH2:8][C:9]1[CH:37]=[CH:36][C:12]([O:13][CH2:14][C:15]2[C:16]([CH3:35])=[C:17]([C:21]3[CH:26]=[CH:25][C:24]([O:27][C:28]([CH3:33])([CH3:32])[C:29]([OH:31])=[O:30])=[CH:23][C:22]=3[CH3:34])[CH:18]=[CH:19][CH:20]=2)=[CH:11][CH:10]=1.C1COCC1.[OH-].[Na+:44]. Given the product [O:1]=[C:2]1[NH:6][C:5](=[O:7])[O:4][N:3]1[CH2:8][C:9]1[CH:10]=[CH:11][C:12]([O:13][CH2:14][C:15]2[C:16]([CH3:35])=[C:17]([C:21]3[CH:26]=[CH:25][C:24]([O:27][C:28]([CH3:32])([CH3:33])[C:29]([O-:31])=[O:30])=[CH:23][C:22]=3[CH3:34])[CH:18]=[CH:19][CH:20]=2)=[CH:36][CH:37]=1.[Na+:44].[Na+:44].[O:1]=[C:2]1[NH:6][C:5](=[O:7])[O:4][N:3]1[CH2:8][C:9]1[CH:10]=[CH:11][C:12]([O:13][CH2:14][C:15]2[C:16]([CH3:35])=[C:17]([C:21]3[CH:26]=[CH:25][C:24]([O:27][C:28]([CH3:32])([CH3:33])[C:29]([O-:31])=[O:30])=[CH:23][C:22]=3[CH3:34])[CH:18]=[CH:19][CH:20]=2)=[CH:36][CH:37]=1, predict the reactants needed to synthesize it.